Dataset: Catalyst prediction with 721,799 reactions and 888 catalyst types from USPTO. Task: Predict which catalyst facilitates the given reaction. (1) Reactant: F[P-](F)(F)(F)(F)F.[CH2:8](C1N=NN(O[P+](N(C)C)(N(C)C)N(C)C)C=1)[C:9]1C=CC=CC=1.[Cl:31][C:32]1[CH:37]=[CH:36][C:35]([C@:38]([N:46]2[C:54]3[C:49](=[C:50]([NH:55][S:56]([CH3:59])(=[O:58])=[O:57])[CH:51]=[CH:52][CH:53]=3)[CH:48]=[CH:47]2)([CH2:44][CH3:45])/[C:39](=[N:42]\[H])/[NH:40][OH:41])=[CH:34][CH:33]=1.[C:60](O)(=O)C.C(N(CC)C(C)C)(C)C. Product: [CH3:60][CH2:59][S:56]([NH:55][C:50]1[CH:51]=[CH:52][CH:53]=[C:54]2[C:49]=1[CH:48]=[CH:47][N:46]2[C@:38]([C:35]1[CH:36]=[CH:37][C:32]([Cl:31])=[CH:33][CH:34]=1)([C:39]1[N:42]=[C:8]([CH3:9])[O:41][N:40]=1)[CH2:44][CH3:45])(=[O:58])=[O:57]. The catalyst class is: 47. (2) Reactant: C([N:8]1[C@H:16]2[C@H:11]([C:12]([CH3:18])([CH3:17])[CH2:13][CH2:14][CH2:15]2)[CH2:10][C:9]1=[O:19])C1C=CC=CC=1.N.[Li]. The catalyst class is: 8. Product: [CH3:17][C:12]1([CH3:18])[CH2:13][CH2:14][CH2:15][C@@H:16]2[C@H:11]1[CH2:10][C:9](=[O:19])[NH:8]2.